Dataset: Catalyst prediction with 721,799 reactions and 888 catalyst types from USPTO. Task: Predict which catalyst facilitates the given reaction. Reactant: [N+:1]([C:4]1[CH:11]=[CH:10][C:7]([CH2:8]Br)=[CH:6][CH:5]=1)([O-])=O.[C:12](=[O:15])([O-])[O-:13].[K+].[K+].[CH:18]1([O:23][C:24](=[O:31])[C@H:25]([CH2:27][CH:28]([CH3:30])[CH3:29])[NH2:26])[CH2:22][CH2:21][CH2:20][CH2:19]1. Product: [NH2:1][C:4]1[CH:11]=[CH:10][C:7]([CH2:8][N:26]([C:12]([O:13][C:7]([CH3:10])([CH3:8])[CH3:6])=[O:15])[C@@H:25]([CH2:27][CH:28]([CH3:29])[CH3:30])[C:24]([O:23][CH:18]2[CH2:19][CH2:20][CH2:21][CH2:22]2)=[O:31])=[CH:6][CH:5]=1. The catalyst class is: 31.